Dataset: Peptide-MHC class I binding affinity with 185,985 pairs from IEDB/IMGT. Task: Regression. Given a peptide amino acid sequence and an MHC pseudo amino acid sequence, predict their binding affinity value. This is MHC class I binding data. The peptide sequence is LLRDNRAAL. The MHC is HLA-B51:01 with pseudo-sequence HLA-B51:01. The binding affinity (normalized) is 0.0847.